Regression. Given two drug SMILES strings and cell line genomic features, predict the synergy score measuring deviation from expected non-interaction effect. From a dataset of NCI-60 drug combinations with 297,098 pairs across 59 cell lines. (1) Drug 1: CC1=CC2C(CCC3(C2CCC3(C(=O)C)OC(=O)C)C)C4(C1=CC(=O)CC4)C. Drug 2: CCC1=C2CN3C(=CC4=C(C3=O)COC(=O)C4(CC)O)C2=NC5=C1C=C(C=C5)O. Cell line: NCI/ADR-RES. Synergy scores: CSS=1.85, Synergy_ZIP=-5.96, Synergy_Bliss=-6.65, Synergy_Loewe=-24.3, Synergy_HSA=-6.39. (2) Drug 1: CC(C1=C(C=CC(=C1Cl)F)Cl)OC2=C(N=CC(=C2)C3=CN(N=C3)C4CCNCC4)N. Drug 2: CC1=C2C(C(=O)C3(C(CC4C(C3C(C(C2(C)C)(CC1OC(=O)C(C(C5=CC=CC=C5)NC(=O)C6=CC=CC=C6)O)O)OC(=O)C7=CC=CC=C7)(CO4)OC(=O)C)O)C)OC(=O)C. Cell line: BT-549. Synergy scores: CSS=41.4, Synergy_ZIP=6.71, Synergy_Bliss=5.47, Synergy_Loewe=-35.5, Synergy_HSA=2.73. (3) Drug 1: CC1C(C(CC(O1)OC2CC(CC3=C2C(=C4C(=C3O)C(=O)C5=C(C4=O)C(=CC=C5)OC)O)(C(=O)CO)O)N)O.Cl. Drug 2: CC(C)CN1C=NC2=C1C3=CC=CC=C3N=C2N. Cell line: NCI-H460. Synergy scores: CSS=29.2, Synergy_ZIP=-1.78, Synergy_Bliss=-5.92, Synergy_Loewe=-15.0, Synergy_HSA=-5.49. (4) Drug 1: CC1C(C(CC(O1)OC2CC(OC(C2O)C)OC3=CC4=CC5=C(C(=O)C(C(C5)C(C(=O)C(C(C)O)O)OC)OC6CC(C(C(O6)C)O)OC7CC(C(C(O7)C)O)OC8CC(C(C(O8)C)O)(C)O)C(=C4C(=C3C)O)O)O)O. Drug 2: C1CN(CCN1C(=O)CCBr)C(=O)CCBr. Cell line: MCF7. Synergy scores: CSS=21.2, Synergy_ZIP=-3.25, Synergy_Bliss=-1.96, Synergy_Loewe=-1.89, Synergy_HSA=-0.628. (5) Drug 1: C1CC(=O)NC(=O)C1N2CC3=C(C2=O)C=CC=C3N. Drug 2: CC1=C(N=C(N=C1N)C(CC(=O)N)NCC(C(=O)N)N)C(=O)NC(C(C2=CN=CN2)OC3C(C(C(C(O3)CO)O)O)OC4C(C(C(C(O4)CO)O)OC(=O)N)O)C(=O)NC(C)C(C(C)C(=O)NC(C(C)O)C(=O)NCCC5=NC(=CS5)C6=NC(=CS6)C(=O)NCCC[S+](C)C)O. Cell line: NCI-H322M. Synergy scores: CSS=5.40, Synergy_ZIP=-2.13, Synergy_Bliss=1.04, Synergy_Loewe=0.912, Synergy_HSA=0.952. (6) Drug 1: C1=C(C(=O)NC(=O)N1)F. Drug 2: C1=NNC2=C1C(=O)NC=N2. Cell line: MALME-3M. Synergy scores: CSS=32.9, Synergy_ZIP=4.17, Synergy_Bliss=6.89, Synergy_Loewe=-7.95, Synergy_HSA=5.54. (7) Drug 1: CC1CC2C3CCC4=CC(=O)C=CC4(C3(C(CC2(C1(C(=O)CO)O)C)O)F)C. Drug 2: CCC1=C2N=C(C=C(N2N=C1)NCC3=C[N+](=CC=C3)[O-])N4CCCCC4CCO. Cell line: OVCAR3. Synergy scores: CSS=40.4, Synergy_ZIP=2.79, Synergy_Bliss=1.55, Synergy_Loewe=-49.9, Synergy_HSA=-0.974. (8) Drug 1: CCN(CC)CCNC(=O)C1=C(NC(=C1C)C=C2C3=C(C=CC(=C3)F)NC2=O)C. Drug 2: COCCOC1=C(C=C2C(=C1)C(=NC=N2)NC3=CC=CC(=C3)C#C)OCCOC. Cell line: SW-620. Synergy scores: CSS=69.1, Synergy_ZIP=6.55, Synergy_Bliss=7.63, Synergy_Loewe=-4.81, Synergy_HSA=9.50.